From a dataset of Reaction yield outcomes from USPTO patents with 853,638 reactions. Predict the reaction yield, written as a fraction of the theoretical maximum amount of product (1.0 means a 100% yield; for example, 0.34 means a 34% yield). (1) The reactants are Cl[C:2]1[C:11]([CH3:12])=[CH:10][C:9]2[C:4](=[CH:5][C:6]([O:13][CH3:14])=[CH:7][CH:8]=2)[N:3]=1.C(N(CC)CC)C.[H][H]. The catalyst is CO.[Pd]. The product is [CH3:14][O:13][C:6]1[CH:5]=[C:4]2[C:9]([CH:10]=[C:11]([CH3:12])[CH:2]=[N:3]2)=[CH:8][CH:7]=1. The yield is 0.990. (2) The reactants are [Cl:1][C:2]1[CH:3]=[C:4]([C:8]2[O:12][N:11]=[CH:10][C:9]=2[C:13](OCC)=O)[S:5][C:6]=1[Cl:7].[H-].C([Al+]CC(C)C)C(C)C.[ClH:28]. The catalyst is O1CCCC1. The product is [Cl:28][CH2:13][C:9]1[CH:10]=[N:11][O:12][C:8]=1[C:4]1[S:5][C:6]([Cl:7])=[C:2]([Cl:1])[CH:3]=1. The yield is 0.790. (3) The reactants are [CH2:1]([O:8][CH2:9][C:10]1([C:22](O)=[O:23])[CH2:14][CH2:13][CH2:12][N:11]1[C:15]([O:17][C:18]([CH3:21])([CH3:20])[CH3:19])=[O:16])[C:2]1[CH:7]=[CH:6][CH:5]=[CH:4][CH:3]=1.CN1CCOCC1.[NH2:32][CH2:33][C:34]([N:36]1[CH2:40][CH2:39][CH2:38][CH2:37]1)=[O:35]. The catalyst is C1COCC1. The product is [CH2:1]([O:8][CH2:9][C:10]1([C:22](=[O:23])[NH:32][CH2:33][C:34](=[O:35])[N:36]2[CH2:40][CH2:39][CH2:38][CH2:37]2)[CH2:14][CH2:13][CH2:12][N:11]1[C:15]([O:17][C:18]([CH3:21])([CH3:20])[CH3:19])=[O:16])[C:2]1[CH:7]=[CH:6][CH:5]=[CH:4][CH:3]=1. The yield is 0.495. (4) The reactants are [C:1]([O:4][C:5](=[O:7])[CH3:6])(=O)[CH3:2].[N+:8]([C:11]1[C:12]([N:21]2[CH2:26][CH2:25][CH2:24][C@H:23]([NH:27][C:28](=[O:34])[O:29][C:30]([CH3:33])([CH3:32])[CH3:31])[CH2:22]2)=[C:13]2[CH2:20]CC[C:14]2=[N+:15]([O-])[CH:16]=1)([O-:10])=[O:9]. No catalyst specified. The product is [C:5]([O:4][CH:1]1[C:14]2=[N:15][CH:16]=[C:11]([N+:8]([O-:10])=[O:9])[C:12]([N:21]3[CH2:26][CH2:25][CH2:24][C@H:23]([NH:27][C:28]([O:29][C:30]([CH3:33])([CH3:31])[CH3:32])=[O:34])[CH2:22]3)=[C:13]2[CH2:20][CH2:2]1)(=[O:7])[CH3:6]. The yield is 0.220.